From a dataset of Peptide-MHC class I binding affinity with 185,985 pairs from IEDB/IMGT. Regression. Given a peptide amino acid sequence and an MHC pseudo amino acid sequence, predict their binding affinity value. This is MHC class I binding data. The peptide sequence is SYRNFSFSL. The MHC is HLA-A11:01 with pseudo-sequence HLA-A11:01. The binding affinity (normalized) is 0.0847.